Dataset: Catalyst prediction with 721,799 reactions and 888 catalyst types from USPTO. Task: Predict which catalyst facilitates the given reaction. (1) Reactant: [Si]([O:8][CH2:9][CH:10]1[CH2:15][N:14]([C:16]2[C:17]([Cl:49])=[C:18]([NH:24][C:25]3[N:30]=[C:29]([N:31]([CH:41]4[CH2:43][CH2:42]4)[CH2:32][C:33]4[CH:38]=[CH:37][C:36]([O:39][CH3:40])=[CH:35][CH:34]=4)[C:28]4=[N:44][CH:45]=[C:46]([C:47]#[N:48])[N:27]4[N:26]=3)[CH:19]=[C:20]([C:22]#[N:23])[CH:21]=2)[CH2:13][CH2:12][O:11]1)(C(C)(C)C)(C)C.CCCC[N+](CCCC)(CCCC)CCCC.[F-].[Cl-].[NH4+].C(OCC)(=O)C. Product: [Cl:49][C:17]1[C:16]([N:14]2[CH2:13][CH2:12][O:11][CH:10]([CH2:9][OH:8])[CH2:15]2)=[CH:21][C:20]([C:22]#[N:23])=[CH:19][C:18]=1[NH:24][C:25]1[N:30]=[C:29]([N:31]([CH:41]2[CH2:43][CH2:42]2)[CH2:32][C:33]2[CH:34]=[CH:35][C:36]([O:39][CH3:40])=[CH:37][CH:38]=2)[C:28]2=[N:44][CH:45]=[C:46]([C:47]#[N:48])[N:27]2[N:26]=1. The catalyst class is: 1. (2) Reactant: [NH2:1][C:2]1[CH:3]=[CH:4][C:5]2[CH2:9][O:8][B:7]([OH:10])[C:6]=2[CH:11]=1.[CH2:12]([O:19][CH2:20][CH2:21][CH2:22][C:23](O)=[O:24])[C:13]1[CH:18]=[CH:17][CH:16]=[CH:15][CH:14]=1.CN(C(ON1N=NC2C=CC=NC1=2)=[N+](C)C)C.F[P-](F)(F)(F)(F)F.CCN(C(C)C)C(C)C. Product: [CH2:12]([O:19][CH2:20][CH2:21][CH2:22][C:23]([NH:1][C:2]1[CH:3]=[CH:4][C:5]2[CH2:9][O:8][B:7]([OH:10])[C:6]=2[CH:11]=1)=[O:24])[C:13]1[CH:18]=[CH:17][CH:16]=[CH:15][CH:14]=1. The catalyst class is: 3.